Task: Predict which catalyst facilitates the given reaction.. Dataset: Catalyst prediction with 721,799 reactions and 888 catalyst types from USPTO Reactant: [Li]C(C)(C)C.[CH3:6][C:7]([Si:10]([O:13][CH2:14][CH2:15][C:16]1[O:17][CH:18]=[CH:19][CH:20]=1)([CH3:12])[CH3:11])([CH3:9])[CH3:8].[CH2:21]1[O:23][CH2:22]1.[NH4+].[Cl-]. Product: [CH3:9][C:7]([Si:10]([CH3:12])([CH3:11])[O:13][CH2:14][CH2:15][C:16]1[O:17][C:18]([CH2:21][CH2:22][OH:23])=[CH:19][CH:20]=1)([CH3:6])[CH3:8]. The catalyst class is: 1.